From a dataset of Full USPTO retrosynthesis dataset with 1.9M reactions from patents (1976-2016). Predict the reactants needed to synthesize the given product. (1) Given the product [Cl:1][C:2]1[C:3]([N:13]2[CH2:18][CH2:17][N:16]([C:20]([NH:19][C@@H:22]3[CH2:24][C@@H:23]3[C:25]3[CH:30]=[CH:29][CH:28]=[CH:27][CH:26]=3)=[O:21])[CH2:15][CH2:14]2)=[N:4][CH:5]=[C:6]([CH:12]=1)[C:7]([O:9][CH2:10][CH3:11])=[O:8], predict the reactants needed to synthesize it. The reactants are: [Cl:1][C:2]1[C:3]([N:13]2[CH2:18][CH2:17][NH:16][CH2:15][CH2:14]2)=[N:4][CH:5]=[C:6]([CH:12]=1)[C:7]([O:9][CH2:10][CH3:11])=[O:8].[N:19]([C@@H:22]1[CH2:24][C@@H:23]1[C:25]1[CH:30]=[CH:29][CH:28]=[CH:27][CH:26]=1)=[C:20]=[O:21]. (2) Given the product [ClH:23].[Cl:23][C:17]1[CH:18]=[CH:19][CH:20]=[CH:21][C:16]=1[O:15][C@@H:25]1[CH2:29][CH2:28][NH:27][CH2:26]1, predict the reactants needed to synthesize it. The reactants are: N(C(OC(C)C)=O)=NC(OC(C)C)=O.[OH:15][C:16]1[CH:21]=[CH:20][C:19](O)=[CH:18][C:17]=1[Cl:23].O[C@H:25]1[CH2:29][CH2:28][N:27](C(OC(C)(C)C)=O)[CH2:26]1.C1(P(C2C=CC=CC=2)C2C=CC=CC=2)C=CC=CC=1. (3) Given the product [Cl:1][C:2]1[N:10]=[C:9]2[C:5]([N:6]=[CH:7][NH:8]2)=[C:4]([N:20]2[CH:13]3[CH2:19][CH2:18][CH:17]2[CH2:16][O:15][CH2:14]3)[N:3]=1, predict the reactants needed to synthesize it. The reactants are: [Cl:1][C:2]1[N:10]=[C:9]2[C:5]([N:6]=[CH:7][NH:8]2)=[C:4](Cl)[N:3]=1.Cl.[CH:13]12[NH:20][CH:17]([CH2:18][CH2:19]1)[CH2:16][O:15][CH2:14]2.CCN(C(C)C)C(C)C. (4) The reactants are: [Br:1][C:2]1[CH:11]=[C:10]2[C:5]([N:6]=[CH:7][C:8](Cl)=[N:9]2)=[CH:4][CH:3]=1.[NH:13]1[CH2:18][CH2:17][O:16][CH2:15][CH2:14]1.C([O-])([O-])=O.[K+].[K+]. Given the product [Br:1][C:2]1[CH:11]=[C:10]2[C:5]([N:6]=[CH:7][C:8]([N:13]3[CH2:18][CH2:17][O:16][CH2:15][CH2:14]3)=[N:9]2)=[CH:4][CH:3]=1, predict the reactants needed to synthesize it. (5) Given the product [CH3:5][O:6][C:7]1[CH:12]=[C:11]([CH:10]=[CH:9][C:8]=1[O:13][CH3:14])[C:24]([CH:21]1[CH2:20][CH2:19][N:18]([C:15](=[O:17])[CH3:16])[CH2:23][CH2:22]1)=[O:25], predict the reactants needed to synthesize it. The reactants are: [Cl-].[Al+3].[Cl-].[Cl-].[CH3:5][O:6][C:7]1[CH:12]=[CH:11][CH:10]=[CH:9][C:8]=1[O:13][CH3:14].[C:15]([N:18]1[CH2:23][CH2:22][CH:21]([C:24](Cl)=[O:25])[CH2:20][CH2:19]1)(=[O:17])[CH3:16].